This data is from Forward reaction prediction with 1.9M reactions from USPTO patents (1976-2016). The task is: Predict the product of the given reaction. (1) The product is: [CH:21]([N:18]1[CH2:19][CH2:20][CH:15]([NH:14][C:10]2[CH:9]=[C:8]([CH:13]=[CH:12][CH:11]=2)[CH:3]=[O:2])[CH2:16][CH2:17]1)([CH3:23])[CH3:22]. Given the reactants Cl.[O:2]1CCCO[CH:3]1[C:8]1[CH:9]=[C:10]([NH:14][CH:15]2[CH2:20][CH2:19][N:18]([CH:21]([CH3:23])[CH3:22])[CH2:17][CH2:16]2)[CH:11]=[CH:12][CH:13]=1, predict the reaction product. (2) Given the reactants C[Si]([N-][Si](C)(C)C)(C)C.[Li+].[CH2:11]([C:13]1[CH:14]=[CH:15][C:16]([C:19](=[O:21])[CH3:20])=[N:17][CH:18]=1)[CH3:12].[C:22](OC)(=[O:27])[C:23]([O:25][CH3:26])=[O:24].C(OCC)C, predict the reaction product. The product is: [CH2:11]([C:13]1[CH:14]=[CH:15][C:16]([C:19](=[O:21])[CH2:20][C:22](=[O:27])[C:23]([O:25][CH3:26])=[O:24])=[N:17][CH:18]=1)[CH3:12].